This data is from Full USPTO retrosynthesis dataset with 1.9M reactions from patents (1976-2016). The task is: Predict the reactants needed to synthesize the given product. (1) Given the product [Br:1][C:2]1[CH:9]=[C:8]([Cl:10])[CH:7]=[C:4]([OH:12])[C:3]=1[OH:11], predict the reactants needed to synthesize it. The reactants are: [Br:1][C:2]1[C:3]([OH:11])=[C:4]([CH:7]=[C:8]([Cl:10])[CH:9]=1)C=O.[OH:12]O. (2) The reactants are: [C:1]1([C:7]#[C:8][C:9]2[CH:10]=[C:11]([C:15]([OH:17])=O)[CH:12]=[N:13][CH:14]=2)[CH:6]=[CH:5][CH:4]=[CH:3][CH:2]=1.CN(C(ON1N=NC2C=CC=NC1=2)=[N+](C)C)C.F[P-](F)(F)(F)(F)F.C(N(C(C)C)CC)(C)C.[C:51]([C:53]1[CH:54]=[C:55]([N:59]2[CH2:64][CH2:63][NH:62][CH2:61][CH2:60]2)[CH:56]=[CH:57][CH:58]=1)#[N:52]. Given the product [C:1]1([CH2:7][CH2:8][C:9]2[CH:10]=[C:11]([C:15]([N:62]3[CH2:61][CH2:60][N:59]([C:55]4[CH:54]=[C:53]([CH:58]=[CH:57][CH:56]=4)[C:51]#[N:52])[CH2:64][CH2:63]3)=[O:17])[CH:12]=[N:13][CH:14]=2)[CH:2]=[CH:3][CH:4]=[CH:5][CH:6]=1, predict the reactants needed to synthesize it. (3) Given the product [F:1][C:2]1[C:3]([F:12])=[CH:4][C:5]([O:10][CH3:11])=[C:6]([O:8][CH3:9])[C:7]=1[CH2:15][C@H:14]([OH:21])[CH3:16], predict the reactants needed to synthesize it. The reactants are: [F:1][C:2]1[CH:7]=[C:6]([O:8][CH3:9])[C:5]([O:10][CH3:11])=[CH:4][C:3]=1[F:12].[Li][CH:14]([CH2:16]C)[CH3:15].C1C[O:21]CC1.C1CCCCC1.B(F)(F)F.C(OCC)C. (4) Given the product [Br:1][C:2]1[C:3]([F:20])=[C:4]([F:19])[C:5]([NH:11][C:12]2[CH:17]=[CH:16][CH:15]=[CH:14][C:13]=2[F:18])=[C:6]([CH:10]=1)[C:7]([O:9][CH3:25])=[O:8], predict the reactants needed to synthesize it. The reactants are: [Br:1][C:2]1[C:3]([F:20])=[C:4]([F:19])[C:5]([NH:11][C:12]2[CH:17]=[CH:16][CH:15]=[CH:14][C:13]=2[F:18])=[C:6]([CH:10]=1)[C:7]([OH:9])=[O:8].S(Cl)(Cl)=O.[CH3:25]O.